This data is from Reaction yield outcomes from USPTO patents with 853,638 reactions. The task is: Predict the reaction yield, written as a fraction of the theoretical maximum amount of product (1.0 means a 100% yield; for example, 0.34 means a 34% yield). (1) The reactants are Br.[F:2][C:3]([C:6]1[S:10][C:9]2=[N:11][C:12]([C:14](Cl)=[O:15])=[CH:13][N:8]2[N:7]=1)([F:5])[CH3:4].[NH2:17][C:18]1[C:23]([N+:24]([O-:26])=[O:25])=[CH:22][CH:21]=[CH:20][C:19]=1[OH:27].CCN(C(C)C)C(C)C.CCOC(C)=O.C(Cl)Cl. The catalyst is C(Cl)Cl. The product is [F:2][C:3]([C:6]1[S:10][C:9]2=[N:11][C:12]([C:14]([NH:17][C:18]3[C:23]([N+:24]([O-:26])=[O:25])=[CH:22][CH:21]=[CH:20][C:19]=3[OH:27])=[O:15])=[CH:13][N:8]2[N:7]=1)([F:5])[CH3:4]. The yield is 0.860. (2) The reactants are [NH2:1][C:2]1[N:3]([CH3:24])[C:4](=[O:23])[C:5]2([C:15]3[C:10](=[CH:11][CH:12]=[C:13](Br)[CH:14]=3)[O:9][CH:8]([C:17]3[CH:22]=[CH:21][CH:20]=[CH:19][CH:18]=3)[CH2:7]2)[N:6]=1.[N:25]1[CH:30]=[CH:29][CH:28]=[C:27](B(O)O)[CH:26]=1. The catalyst is O1CCOCC1.C([O-])([O-])=O.[Cs+].[Cs+].Cl[Pd](Cl)([P](C1C=CC=CC=1)(C1C=CC=CC=1)C1C=CC=CC=1)[P](C1C=CC=CC=1)(C1C=CC=CC=1)C1C=CC=CC=1. The product is [NH2:1][C:2]1[N:3]([CH3:24])[C:4](=[O:23])[C:5]2([C:15]3[C:10](=[CH:11][CH:12]=[C:13]([C:27]4[CH:26]=[N:25][CH:30]=[CH:29][CH:28]=4)[CH:14]=3)[O:9][CH:8]([C:17]3[CH:22]=[CH:21][CH:20]=[CH:19][CH:18]=3)[CH2:7]2)[N:6]=1. The yield is 0.800. (3) The reactants are [C:1]([O:5][C:6]([NH:8][C@H:9]1[C@@H:14]([N:15]2[CH:19]=[CH:18][N:17]=[N:16]2)[C@@H:13]([CH3:20])[CH2:12][N:11]([C:21]2[CH:26]=[CH:25][N:24]=[CH:23][C:22]=2[N:27](C(OC(C)(C)C)=O)C(OC(C)(C)C)=O)[CH2:10]1)=[O:7])([CH3:4])([CH3:3])[CH3:2].Cl.O1CCOCC1.CCN(C(C)C)C(C)C.C(OC(ON1C(=O)CCC1=O)=O)(C)(C)C. No catalyst specified. The product is [NH2:27][C:22]1[CH:23]=[N:24][CH:25]=[CH:26][C:21]=1[N:11]1[CH2:12][C@H:13]([CH3:20])[C@H:14]([N:15]2[CH:19]=[CH:18][N:17]=[N:16]2)[C@H:9]([NH:8][C:6](=[O:7])[O:5][C:1]([CH3:4])([CH3:3])[CH3:2])[CH2:10]1. The yield is 0.630. (4) The reactants are [C:1]([N:5]1[C:9]2=[N:10][C:11]([NH:14][C:15](=[O:23])[C:16]3[CH:21]=[CH:20][C:19]([CH3:22])=[CH:18][CH:17]=3)=[CH:12][CH:13]=[C:8]2[C:7]([C:24]([OH:26])=O)=[CH:6]1)([CH3:4])([CH3:3])[CH3:2].[CH2:27]([NH:29][CH2:30][CH3:31])[CH3:28].F[P-](F)(F)(F)(F)F.C[N+](C)=C(N(C)C)ON1C2N=CC=CC=2N=N1.C(N(CC)CC)C. The catalyst is CN(C=O)C. The product is [CH2:27]([N:29]([CH2:30][CH3:31])[C:24]([C:7]1[C:8]2[C:9](=[N:10][C:11]([NH:14][C:15](=[O:23])[C:16]3[CH:21]=[CH:20][C:19]([CH3:22])=[CH:18][CH:17]=3)=[CH:12][CH:13]=2)[N:5]([C:1]([CH3:4])([CH3:2])[CH3:3])[CH:6]=1)=[O:26])[CH3:28]. The yield is 0.170.